Predict the reactants needed to synthesize the given product. From a dataset of Full USPTO retrosynthesis dataset with 1.9M reactions from patents (1976-2016). (1) Given the product [Br:1][C:2]1[CH:14]=[CH:13][C:12]2[C:11]3[C:6](=[CH:7][C:8]([Br:15])=[CH:9][CH:10]=3)[C:5]([CH2:30][CH2:29][CH2:28][CH2:27][CH2:26][CH2:25][C:24]([F:32])([F:33])[C:23]([F:34])([F:35])[C:22]([F:36])([F:37])[C:21]([F:38])([F:39])[C:20]([F:40])([F:41])[C:19]([F:42])([F:43])[C:18]([F:44])([F:45])[C:17]([F:47])([F:46])[F:16])([CH2:30][CH2:29][CH2:28][CH2:27][CH2:26][CH2:25][C:24]([F:33])([F:32])[C:23]([F:35])([F:34])[C:22]([F:37])([F:36])[C:21]([F:39])([F:38])[C:20]([F:41])([F:40])[C:19]([F:43])([F:42])[C:18]([F:45])([F:44])[C:17]([F:47])([F:46])[F:16])[C:4]=2[CH:3]=1, predict the reactants needed to synthesize it. The reactants are: [Br:1][C:2]1[CH:14]=[CH:13][C:12]2[C:11]3[C:6](=[CH:7][C:8]([Br:15])=[CH:9][CH:10]=3)[CH2:5][C:4]=2[CH:3]=1.[F:16][C:17]([F:47])([F:46])[C:18]([F:45])([F:44])[C:19]([F:43])([F:42])[C:20]([F:41])([F:40])[C:21]([F:39])([F:38])[C:22]([F:37])([F:36])[C:23]([F:35])([F:34])[C:24]([F:33])([F:32])[CH2:25][CH2:26][CH2:27][CH:28](I)[CH2:29][CH3:30].[OH-].[Na+]. (2) The reactants are: [CH2:1]([O:3][C:4](=[O:24])[C:5]([O:21][CH2:22][CH3:23])=[CH:6][C:7]1[CH:12]=[CH:11][C:10]([O:13][CH2:14][C:15]2[CH:20]=[CH:19][CH:18]=[CH:17][CH:16]=2)=[CH:9][CH:8]=1)[CH3:2]. Given the product [CH2:1]([O:3][C:4](=[O:24])[CH:5]([O:21][CH2:22][CH3:23])[CH2:6][C:7]1[CH:12]=[CH:11][C:10]([O:13][CH2:14][C:15]2[CH:16]=[CH:17][CH:18]=[CH:19][CH:20]=2)=[CH:9][CH:8]=1)[CH3:2], predict the reactants needed to synthesize it. (3) Given the product [CH3:1][C:2]1[CH:7]=[C:6]([N:8]2[CH2:17][CH2:16][C:15]3[C:10](=[CH:11][CH:12]=[C:13]([C:18]([F:21])([F:20])[F:19])[CH:14]=3)[CH2:9]2)[CH:5]=[C:4]([CH3:22])[C:3]=1[NH:23][C:24](=[S:40])[CH2:25][C:26]([CH3:29])([CH3:28])[CH3:27], predict the reactants needed to synthesize it. The reactants are: [CH3:1][C:2]1[CH:7]=[C:6]([N:8]2[CH2:17][CH2:16][C:15]3[C:10](=[CH:11][CH:12]=[C:13]([C:18]([F:21])([F:20])[F:19])[CH:14]=3)[CH2:9]2)[CH:5]=[C:4]([CH3:22])[C:3]=1[NH:23][C:24](=O)[CH2:25][C:26]([CH3:29])([CH3:28])[CH3:27].COC1C=CC(P2(SP(C3C=CC(OC)=CC=3)(=S)S2)=[S:40])=CC=1. (4) Given the product [F:1][C:2]1[CH:3]=[C:4]([C:8]2[CH:9]=[CH:10][C:11]([C:14]([NH:16][C@H:17]3[CH2:22][CH2:21][C@H:20]([C:23](=[O:24])[N:39]([CH3:40])[CH:36]4[CH2:37][CH2:38][NH:33][CH2:34][CH2:35]4)[CH2:19][CH2:18]3)=[O:15])=[CH:12][N:13]=2)[CH:5]=[CH:6][CH:7]=1, predict the reactants needed to synthesize it. The reactants are: [F:1][C:2]1[CH:3]=[C:4]([C:8]2[N:13]=[CH:12][C:11]([C:14]([NH:16][C@H:17]3[CH2:22][CH2:21][C@H:20]([C:23](O)=[O:24])[CH2:19][CH2:18]3)=[O:15])=[CH:10][CH:9]=2)[CH:5]=[CH:6][CH:7]=1.C(OC([N:33]1[CH2:38][CH2:37][CH:36]([NH:39][CH3:40])[CH2:35][CH2:34]1)=O)(C)(C)C. (5) Given the product [OH:10][C:11]1[N:19]=[CH:18][CH:17]=[CH:16][C:12]=1[C:13]([Cl:3])=[O:14], predict the reactants needed to synthesize it. The reactants are: S(Cl)([Cl:3])=O.CN(C)C=O.[OH:10][C:11]1[N:19]=[CH:18][CH:17]=[CH:16][C:12]=1[C:13](O)=[O:14].